From a dataset of Catalyst prediction with 721,799 reactions and 888 catalyst types from USPTO. Predict which catalyst facilitates the given reaction. (1) Reactant: [H][H].[N+:3]([CH2:6][CH:7]([CH2:12][CH:13]([CH3:15])[CH3:14])[CH2:8][C:9]([OH:11])=[O:10])([O-])=O. Product: [CH3:15][CH:13]([CH2:12][C@H:7]([CH2:6][NH2:3])[CH2:8][C:9]([OH:11])=[O:10])[CH3:14]. The catalyst class is: 19. (2) Product: [C:27]([NH:26][C@H:24]([C:21]1[CH:22]=[CH:23][C:18]([CH:15]2[CH2:14][CH2:13][N:12]([C:8]3[N:7]=[CH:6][C:5]([C:3]([OH:2])=[O:4])=[CH:10][N:9]=3)[CH2:17][CH2:16]2)=[CH:19][CH:20]=1)[CH3:25])(=[O:29])[CH3:28]. The catalyst class is: 37. Reactant: C[O:2][C:3]([C:5]1[CH:6]=[N:7][C:8](Cl)=[N:9][CH:10]=1)=[O:4].[NH:12]1[CH2:17][CH2:16][CH:15]([C:18]2[CH:23]=[CH:22][C:21]([C@@H:24]([NH:26][C:27](=[O:29])[CH3:28])[CH3:25])=[CH:20][CH:19]=2)[CH2:14][CH2:13]1.CCN(C(C)C)C(C)C. (3) Reactant: [C:1]([NH:8][C@@H:9]([C:14]([OH:16])=O)[C:10]([CH3:13])([CH3:12])[CH3:11])([O:3][C:4]([CH3:7])([CH3:6])[CH3:5])=[O:2].C1C=CC2N(O)N=NC=2C=1.CCN=C=NCCCN(C)C.[CH3:38][N:39]1[CH2:44][CH2:43][CH:42]([N:45]2[CH2:50][CH2:49][NH:48][CH2:47][CH2:46]2)[CH2:41][CH2:40]1. Product: [CH3:13][C:10]([CH3:11])([CH3:12])[C@@H:9]([NH:8][C:1](=[O:2])[O:3][C:4]([CH3:5])([CH3:6])[CH3:7])[C:14]([N:48]1[CH2:47][CH2:46][N:45]([CH:42]2[CH2:43][CH2:44][N:39]([CH3:38])[CH2:40][CH2:41]2)[CH2:50][CH2:49]1)=[O:16]. The catalyst class is: 556. (4) Reactant: [CH:1]([N:14]1[CH2:19][CH2:18][CH:17]([CH2:20][O:21][C:22]2[C:30]([CH:31]3[CH2:33][CH2:32]3)=[CH:29][C:25]([C:26](O)=[O:27])=[C:24]([F:34])[CH:23]=2)[CH2:16][CH2:15]1)([C:8]1[CH:13]=[CH:12][CH:11]=[CH:10][CH:9]=1)[C:2]1[CH:7]=[CH:6][CH:5]=[CH:4][CH:3]=1.[CH3:35][S:36]([NH2:39])(=[O:38])=[O:37].CCN=C=NCCCN(C)C. Product: [CH:1]([N:14]1[CH2:19][CH2:18][CH:17]([CH2:20][O:21][C:22]2[C:30]([CH:31]3[CH2:33][CH2:32]3)=[CH:29][C:25]([C:26]([NH:39][S:36]([CH3:35])(=[O:38])=[O:37])=[O:27])=[C:24]([F:34])[CH:23]=2)[CH2:16][CH2:15]1)([C:8]1[CH:13]=[CH:12][CH:11]=[CH:10][CH:9]=1)[C:2]1[CH:7]=[CH:6][CH:5]=[CH:4][CH:3]=1. The catalyst class is: 79. (5) Reactant: [Cl:1][C:2]1[CH:3]=[C:4]([O:9][CH2:10][C:11]2[C:16]([F:17])=[CH:15][CH:14]=[CH:13][N:12]=2)[C:5]([NH2:8])=[N:6][CH:7]=1.Cl[CH:19]([C:25](=O)[CH3:26])[C:20]([O:22][CH2:23][CH3:24])=[O:21].FC1C=NC=C(F)C=1C=O. Product: [Cl:1][C:2]1[CH:3]=[C:4]([O:9][CH2:10][C:11]2[C:16]([F:17])=[CH:15][CH:14]=[CH:13][N:12]=2)[C:5]2[N:6]([C:19]([C:20]([O:22][CH2:23][CH3:24])=[O:21])=[C:25]([CH3:26])[N:8]=2)[CH:7]=1. The catalyst class is: 8. (6) Reactant: [CH2:1]([O:8][C:9]([NH:11][C@@H:12]1[C:16](=[O:17])[CH2:15][N:14]([C:18]([O:20][C:21]([CH3:24])([CH3:23])[CH3:22])=[O:19])[CH2:13]1)=[O:10])[C:2]1[CH:7]=[CH:6][CH:5]=[CH:4][CH:3]=1.[CH2:25]([Mg]Br)[CH:26]=[CH2:27]. Product: [CH2:27]([C:16]1([OH:17])[C@@H:12]([NH:11][C:9]([O:8][CH2:1][C:2]2[CH:3]=[CH:4][CH:5]=[CH:6][CH:7]=2)=[O:10])[CH2:13][N:14]([C:18]([O:20][C:21]([CH3:24])([CH3:23])[CH3:22])=[O:19])[CH2:15]1)[CH:26]=[CH2:25]. The catalyst class is: 1. (7) Reactant: [NH2:1][C@H:2]1[CH2:7][CH2:6][C@H:5]([NH2:8])[CH2:4][CH2:3]1.[Cl:9][C:10]1[N:18]=[C:17]2[C:13]([N:14]=[CH:15][N:16]2[CH:19]2[CH2:23][CH2:22][CH2:21][CH2:20]2)=[C:12]([NH:24][C:25]2[CH:30]=[CH:29][C:28]([C:31]([F:34])([F:33])[F:32])=[CH:27][CH:26]=2)[N:11]=1. Product: [ClH:9].[ClH:9].[NH2:1][C@H:2]1[CH2:7][CH2:6][C@H:5]([NH:8][C:10]2[N:18]=[C:17]3[C:13]([N:14]=[CH:15][N:16]3[CH:19]3[CH2:20][CH2:21][CH2:22][CH2:23]3)=[C:12]([NH:24][C:25]3[CH:30]=[CH:29][C:28]([C:31]([F:32])([F:34])[F:33])=[CH:27][CH:26]=3)[N:11]=2)[CH2:4][CH2:3]1. The catalyst class is: 6. (8) Reactant: [NH:1]1[C:9]2[C:4](=[N:5][CH:6]=[CH:7][CH:8]=2)[CH2:3][CH2:2]1.C(O)CC.[Cl:14][C:15]1[CH:20]=[C:19](Cl)[N:18]=[CH:17][N:16]=1. Product: [Cl:14][C:15]1[N:16]=[CH:17][N:18]=[C:19]([N:1]2[C:9]3[C:4](=[N:5][CH:6]=[CH:7][CH:8]=3)[CH2:3][CH2:2]2)[CH:20]=1. The catalyst class is: 84. (9) Reactant: CC1(C)[O:27][C@@H:5]2[CH2:6][N:7]([C:10]3[CH:11]=[N:12][N:13]4[CH2:18][C@H:17]([CH3:19])[N:16]([C:20]([O:22]C(C)(C)C)=O)[CH2:15][C:14]=34)[C:8](=[O:9])[C@@H:4]2[O:3]1.C(N(C(C)C)C(C)C)C.[F:38][C:39]1[CH:40]=[C:41]([NH:47]C(=O)OC2C=CC=CC=2)[CH:42]=[C:43]([F:46])[C:44]=1[F:45]. Product: [OH:3][C@@H:4]1[C@H:5]([OH:27])[CH2:6][N:7]([C:10]2[CH:11]=[N:12][N:13]3[CH2:18][C@H:17]([CH3:19])[N:16]([C:20]([NH:47][C:41]4[CH:40]=[C:39]([F:38])[C:44]([F:45])=[C:43]([F:46])[CH:42]=4)=[O:22])[CH2:15][C:14]=23)[C:8]1=[O:9]. The catalyst class is: 209. (10) Reactant: [CH3:1][N:2]([CH3:17])[C:3]1[CH:4]=[C:5]([S:12]([NH:15][CH3:16])(=[O:14])=[O:13])[CH:6]=[C:7]([N+:9]([O-])=O)[CH:8]=1. Product: [NH2:9][C:7]1[CH:6]=[C:5]([S:12]([NH:15][CH3:16])(=[O:14])=[O:13])[CH:4]=[C:3]([N:2]([CH3:17])[CH3:1])[CH:8]=1. The catalyst class is: 19.